This data is from Catalyst prediction with 721,799 reactions and 888 catalyst types from USPTO. The task is: Predict which catalyst facilitates the given reaction. (1) Reactant: [F:1][C:2]1[CH:29]=[C:28]([N+:30]([O-:32])=[O:31])[CH:27]=[CH:26][C:3]=1[O:4][C:5]1[CH:6]=[C:7]2[C:11](=[CH:12][C:13]=1[C:14]1[CH:19]=[CH:18][N:17]=[CH:16][CH:15]=1)[N:10](C1CCCCO1)[N:9]=[CH:8]2.Cl.C([O-])(O)=O.[Na+].CCOC(C)=O. Product: [F:1][C:2]1[CH:29]=[C:28]([N+:30]([O-:32])=[O:31])[CH:27]=[CH:26][C:3]=1[O:4][C:5]1[CH:6]=[C:7]2[C:11](=[CH:12][C:13]=1[C:14]1[CH:19]=[CH:18][N:17]=[CH:16][CH:15]=1)[NH:10][N:9]=[CH:8]2. The catalyst class is: 14. (2) Reactant: [NH2:1][C:2](=[O:34])[CH2:3][O:4][C:5]1[CH:6]=[C:7]2[C:12](=[CH:13][CH:14]=1)[C:11](=[O:15])[N:10]([CH2:16][CH:17]([CH3:19])[CH3:18])[C:9]([CH2:20][NH:21]C(=O)OC(C)(C)C)=[C:8]2[O:29][CH2:30][CH2:31][CH2:32][CH3:33].[ClH:35]. Product: [ClH:35].[NH2:21][CH2:20][C:9]1[N:10]([CH2:16][CH:17]([CH3:18])[CH3:19])[C:11](=[O:15])[C:12]2[C:7]([C:8]=1[O:29][CH2:30][CH2:31][CH2:32][CH3:33])=[CH:6][C:5]([O:4][CH2:3][C:2]([NH2:1])=[O:34])=[CH:14][CH:13]=2. The catalyst class is: 13.